From a dataset of Full USPTO retrosynthesis dataset with 1.9M reactions from patents (1976-2016). Predict the reactants needed to synthesize the given product. (1) Given the product [CH3:27][C:20]1[C:19]([O:18][CH:13]([C@H:10]2[CH2:11][CH2:12][NH:8][CH2:9]2)[CH2:14][CH:15]([CH3:17])[CH3:16])=[CH:24][CH:23]=[C:22]([NH:25][CH3:26])[N:21]=1, predict the reactants needed to synthesize it. The reactants are: C(OC([N:8]1[CH2:12][CH2:11][C@H:10]([CH:13]([O:18][C:19]2[C:20]([CH3:27])=[N:21][C:22]([NH:25][CH3:26])=[CH:23][CH:24]=2)[CH2:14][CH:15]([CH3:17])[CH3:16])[CH2:9]1)=O)(C)(C)C.Cl. (2) Given the product [CH3:46][C:47]1[CH:48]=[CH:49][CH:50]=[C:51]([CH3:52])[C:37]=1[CH2:38][C:39]([NH2:9])=[O:40], predict the reactants needed to synthesize it. The reactants are: CC1C=CC=C(C)C=1[NH:9]C(=O)CN1CCN(CC(O)COC2CC3C(=CC=CC=3)C2)CC1.[CH:38]([O:40][CH2:37][CH:38]1[O:40][CH2:39]1)([CH3:39])[CH3:37].O1CC1CO[CH:46]1CC2[C:48](=[CH:49][CH:50]=[CH:51][CH:52]=2)[CH2:47]1. (3) Given the product [CH3:25][O:24][C:16]1[CH:15]=[C:14]([NH:13][C:9]2[N:10]=[CH:11][N:12]=[C:7]([N:6]3[C:5]4[CH:26]=[CH:27][CH:28]=[CH:29][C:4]=4[N:3]=[C:2]3[NH:30][C:31]3[CH:32]=[C:33]([CH:37]=[CH:38][CH:39]=3)[C:34]([NH2:36])=[O:35])[N:8]=2)[CH:19]=[C:18]([O:20][CH3:21])[C:17]=1[O:22][CH3:23], predict the reactants needed to synthesize it. The reactants are: Cl[C:2]1[N:6]([C:7]2[N:12]=[CH:11][N:10]=[C:9]([NH:13][C:14]3[CH:19]=[C:18]([O:20][CH3:21])[C:17]([O:22][CH3:23])=[C:16]([O:24][CH3:25])[CH:15]=3)[N:8]=2)[C:5]2[CH:26]=[CH:27][CH:28]=[CH:29][C:4]=2[N:3]=1.[NH2:30][C:31]1[CH:32]=[C:33]([CH:37]=[CH:38][CH:39]=1)[C:34]([NH2:36])=[O:35].CCN(C(C)C)C(C)C. (4) Given the product [Br:7][C:8]1[CH:9]=[CH:10][CH:11]=[C:12]2[C:17]=1[N:16]=[C:15]([N:3]([CH2:1][CH3:2])[CH:4]([CH3:6])[CH3:5])[N:14]=[C:13]2[OH:19], predict the reactants needed to synthesize it. The reactants are: [CH2:1]([NH:3][CH:4]([CH3:6])[CH3:5])[CH3:2].[Br:7][C:8]1[CH:9]=[CH:10][CH:11]=[C:12]2[C:17]=1[N:16]=[C:15](Cl)[N:14]=[C:13]2[OH:19].